This data is from Full USPTO retrosynthesis dataset with 1.9M reactions from patents (1976-2016). The task is: Predict the reactants needed to synthesize the given product. (1) Given the product [CH:20]([C:16]1[N:15]=[C:14]([CH:10]2[O:11][CH2:12][CH2:13][NH:8][CH2:9]2)[CH:19]=[CH:18][N:17]=1)([CH3:22])[CH3:21], predict the reactants needed to synthesize it. The reactants are: C(OC([N:8]1[CH2:13][CH2:12][O:11][CH:10]([C:14]2[CH:19]=[CH:18][N:17]=[C:16]([CH:20]([CH3:22])[CH3:21])[N:15]=2)[CH2:9]1)=O)(C)(C)C.C(O)(C(F)(F)F)=O. (2) The reactants are: [CH3:1][O:2][C:3]1[CH:4]=[C:5]([C:11]2[CH:12]=[C:13]3[CH:19]=[CH:18][NH:17][C:14]3=[N:15][CH:16]=2)[CH:6]=[CH:7][C:8]=1[O:9][CH3:10].[C:20]1([S:26](Cl)(=[O:28])=[O:27])[CH:25]=[CH:24][CH:23]=[CH:22][CH:21]=1. Given the product [C:20]1([S:26]([N:17]2[C:14]3=[N:15][CH:16]=[C:11]([C:5]4[CH:6]=[CH:7][C:8]([O:9][CH3:10])=[C:3]([O:2][CH3:1])[CH:4]=4)[CH:12]=[C:13]3[CH:19]=[CH:18]2)(=[O:28])=[O:27])[CH:25]=[CH:24][CH:23]=[CH:22][CH:21]=1, predict the reactants needed to synthesize it. (3) Given the product [Cl:1][C:2]1[CH:3]=[C:4]([N:8]2[CH:13]=[CH:12][C:11](=[O:14])[C:10]([C:15]3[N:28]([C:22]4[CH:27]=[CH:26][CH:25]=[CH:24][CH:23]=4)[N:18]=[CH:17][CH:16]=3)=[N:9]2)[CH:5]=[CH:6][CH:7]=1, predict the reactants needed to synthesize it. The reactants are: [Cl:1][C:2]1[CH:3]=[C:4]([N:8]2[CH:13]=[CH:12][C:11](=[O:14])[C:10]([C:15](=O)[CH:16]=[CH:17][N:18](C)C)=[N:9]2)[CH:5]=[CH:6][CH:7]=1.[C:22]1([NH:28]N)[CH:27]=[CH:26][CH:25]=[CH:24][CH:23]=1. (4) Given the product [CH:18]1([CH:14]([C:11]2[CH:10]=[C:9]([C:3]3[CH:4]=[C:5]([CH3:8])[CH:6]=[CH:7][C:2]=3[F:1])[O:13][N:12]=2)[OH:15])[CH2:20][CH2:19]1, predict the reactants needed to synthesize it. The reactants are: [F:1][C:2]1[CH:7]=[CH:6][C:5]([CH3:8])=[CH:4][C:3]=1[C:9]1[O:13][N:12]=[C:11]([CH:14]=[O:15])[CH:10]=1.C[Mg][CH:18]1[CH2:20][CH2:19]1.[Br-]. (5) Given the product [F:31][C:27]1[CH:26]=[C:25]([CH2:24][CH:7]([OH:6])[CH2:8][CH2:9][CH:10]2[CH2:14][CH2:13][C:12](=[O:15])[N:11]2[CH2:16][CH2:17][CH2:18][CH2:19][CH2:20][CH2:21][C:22]#[N:23])[CH:30]=[CH:29][CH:28]=1, predict the reactants needed to synthesize it. The reactants are: C([Si](C)(C)[O:6][CH:7]([CH2:24][C:25]1[CH:30]=[CH:29][CH:28]=[C:27]([F:31])[CH:26]=1)[CH2:8][CH2:9][CH:10]1[CH2:14][CH2:13][C:12](=[O:15])[N:11]1[CH2:16][CH2:17][CH2:18][CH2:19][CH2:20][CH2:21][C:22]#[N:23])(C)(C)C.CCCC[N+](CCCC)(CCCC)CCCC.[F-].